From a dataset of Full USPTO retrosynthesis dataset with 1.9M reactions from patents (1976-2016). Predict the reactants needed to synthesize the given product. Given the product [BrH:18].[Br:18][CH:10]([C:11]1[CH:12]=[N:13][CH:14]=[CH:15][CH:16]=1)[C:9]([C:6]1[CH:5]=[CH:4][C:3]([O:2][CH3:1])=[CH:8][CH:7]=1)=[O:17], predict the reactants needed to synthesize it. The reactants are: [CH3:1][O:2][C:3]1[CH:8]=[CH:7][C:6]([C:9](=[O:17])[CH2:10][C:11]2[CH:12]=[N:13][CH:14]=[CH:15][CH:16]=2)=[CH:5][CH:4]=1.[Br:18]Br.O.